Dataset: Catalyst prediction with 721,799 reactions and 888 catalyst types from USPTO. Task: Predict which catalyst facilitates the given reaction. (1) Reactant: [Cl:1][C:2]1[CH:7]=[CH:6][C:5]([S:8][C:9]2[N:10]=[C:11]([CH3:24])[NH:12][C:13]=2[C:14]2[CH:19]=[CH:18][C:17]([S:20]([CH3:23])(=[O:22])=[O:21])=[CH:16][CH:15]=2)=[CH:4][CH:3]=1.I[CH3:26].[H-].[Na+]. Product: [Cl:1][C:2]1[CH:7]=[CH:6][C:5]([S:8][C:9]2[N:10]([CH3:26])[C:11]([CH3:24])=[N:12][C:13]=2[C:14]2[CH:19]=[CH:18][C:17]([S:20]([CH3:23])(=[O:22])=[O:21])=[CH:16][CH:15]=2)=[CH:4][CH:3]=1. The catalyst class is: 1. (2) Reactant: [F:1][C:2]1[CH:16]=[CH:15][C:5]([CH2:6][N:7]2[CH2:12][C@H:11]([CH3:13])[NH:10][CH2:9][C@H:8]2[CH3:14])=[CH:4][CH:3]=1.C(N(CC)CC)C.[Cl:24][CH2:25][C:26](Cl)=[O:27]. Product: [Cl:24][CH2:25][C:26]([N:10]1[CH2:9][C@H:8]([CH3:14])[N:7]([CH2:6][C:5]2[CH:15]=[CH:16][C:2]([F:1])=[CH:3][CH:4]=2)[CH2:12][C@H:11]1[CH3:13])=[O:27]. The catalyst class is: 4. (3) Reactant: [CH3:1][C:2]1[C:3]([NH:8][C:9](=O)OC(C)(C)C)=[N:4][CH:5]=[CH:6][CH:7]=1.[CH2:16]([Li])[CH2:17][CH2:18][CH3:19].CN(OC)C(C1(C)CC1)=O.Cl. Product: [CH3:16][C:17]1([C:9]2[NH:8][C:3]3=[N:4][CH:5]=[CH:6][CH:7]=[C:2]3[CH:1]=2)[CH2:19][CH2:18]1. The catalyst class is: 7. (4) Reactant: C([O:3][C:4](=[O:21])[C:5]1[CH:10]=[CH:9][C:8]([N+:11]([O-:13])=[O:12])=[CH:7][C:6]=1[NH:14][CH:15]1[CH2:20][CH2:19][O:18][CH2:17][CH2:16]1)C.[OH-].[Na+]. Product: [N+:11]([C:8]1[CH:9]=[CH:10][C:5]([C:4]([OH:21])=[O:3])=[C:6]([NH:14][CH:15]2[CH2:20][CH2:19][O:18][CH2:17][CH2:16]2)[CH:7]=1)([O-:13])=[O:12]. The catalyst class is: 8.